Dataset: NCI-60 drug combinations with 297,098 pairs across 59 cell lines. Task: Regression. Given two drug SMILES strings and cell line genomic features, predict the synergy score measuring deviation from expected non-interaction effect. Drug 1: C1=CN(C(=O)N=C1N)C2C(C(C(O2)CO)O)O.Cl. Drug 2: CCC1(CC2CC(C3=C(CCN(C2)C1)C4=CC=CC=C4N3)(C5=C(C=C6C(=C5)C78CCN9C7C(C=CC9)(C(C(C8N6C)(C(=O)OC)O)OC(=O)C)CC)OC)C(=O)OC)O.OS(=O)(=O)O. Cell line: OVCAR-8. Synergy scores: CSS=38.1, Synergy_ZIP=3.02, Synergy_Bliss=2.30, Synergy_Loewe=-1.13, Synergy_HSA=0.998.